Dataset: TCR-epitope binding with 47,182 pairs between 192 epitopes and 23,139 TCRs. Task: Binary Classification. Given a T-cell receptor sequence (or CDR3 region) and an epitope sequence, predict whether binding occurs between them. (1) The epitope is VLWAHGFEL. The TCR CDR3 sequence is CASSWGWGIDNEQFF. Result: 1 (the TCR binds to the epitope). (2) The epitope is RIFTIGTVTLK. The TCR CDR3 sequence is CSGAETYEQYF. Result: 1 (the TCR binds to the epitope).